Predict the product of the given reaction. From a dataset of Forward reaction prediction with 1.9M reactions from USPTO patents (1976-2016). (1) Given the reactants Cl.[C:2]([N:5]1[C:14]2[C:9](=[CH:10][C:11]([C:15]#[N:16])=[CH:12][CH:13]=2)[C@H:8]([NH:17][C:18]2[N:23]=[C:22]([CH2:24][N:25]3[CH2:30][CH2:29][N:28](C(OC(C)(C)C)=O)[CH2:27][CH2:26]3)[CH:21]=[CH:20][CH:19]=2)[C@@H:7]([CH3:38])[C@@H:6]1[CH:39]1[CH2:41][CH2:40]1)(=[O:4])[CH3:3], predict the reaction product. The product is: [C:2]([N:5]1[C:14]2[C:9](=[CH:10][C:11]([C:15]#[N:16])=[CH:12][CH:13]=2)[C@H:8]([NH:17][C:18]2[CH:19]=[CH:20][CH:21]=[C:22]([CH2:24][N:25]3[CH2:26][CH2:27][NH:28][CH2:29][CH2:30]3)[N:23]=2)[C@@H:7]([CH3:38])[C@@H:6]1[CH:39]1[CH2:41][CH2:40]1)(=[O:4])[CH3:3]. (2) Given the reactants [C:1]([O:6][CH:7]([O:9][CH2:10][CH3:11])[CH3:8])(=[O:5])[C:2]([CH3:4])=[CH2:3].[C:12]([O:17][CH2:18][CH:19]1[O:21][CH2:20]1)(=[O:16])[C:13]([CH3:15])=[CH2:14].[C:22]([O:27][CH2:28][C:29]1[CH:34]=[CH:33][CH:32]=[CH:31][CH:30]=1)(=[O:26])[C:23]([CH3:25])=[CH2:24].N(C(C)(CC)C([O-])=O)=NC(C)(CC)C([O-])=O, predict the reaction product. The product is: [C:1]([O:6][CH:7]([O:9][CH2:10][CH3:11])[CH3:8])(=[O:5])[C:2]([CH3:4])=[CH2:3].[C:12]([O:17][CH2:18][CH:19]1[O:21][CH2:20]1)(=[O:16])[C:13]([CH3:15])=[CH2:14].[C:22]([O:27][CH2:28][C:29]1[CH:30]=[CH:31][CH:32]=[CH:33][CH:34]=1)(=[O:26])[C:23]([CH3:25])=[CH2:24]. (3) Given the reactants [N:1]1([CH2:8][CH2:9][N:10]2[CH2:15][CH2:14][CH:13]([NH:16][C:17]([C:19]3[NH:20][C:21]4[C:26]([CH:27]=3)=[C:25]([O:28][CH2:29][C:30]3[C:34]5[CH:35]=[C:36]([O:39][CH3:40])[CH:37]=[CH:38][C:33]=5[O:32][CH:31]=3)[CH:24]=[CH:23][CH:22]=4)=[O:18])[CH2:12][CH2:11]2)[CH2:7][CH2:6][CH2:5]C[CH2:3][CH2:2]1.Cl.Cl.Cl.NC1CCN(CCN2CCC([OH:59])CC2)CC1, predict the reaction product. The product is: [OH:59][CH:5]1[CH2:6][CH2:7][N:1]([CH2:8][CH2:9][N:10]2[CH2:11][CH2:12][CH:13]([NH:16][C:17]([C:19]3[NH:20][C:21]4[C:26]([CH:27]=3)=[C:25]([O:28][CH2:29][C:30]3[C:34]5[CH:35]=[C:36]([O:39][CH3:40])[CH:37]=[CH:38][C:33]=5[O:32][CH:31]=3)[CH:24]=[CH:23][CH:22]=4)=[O:18])[CH2:14][CH2:15]2)[CH2:2][CH2:3]1. (4) Given the reactants [CH2:1]([O:8][C:9]([NH:11][C@H:12]1[CH2:17][CH2:16][C@@H:15]([NH:18][C:19](=[O:25])[O:20][C:21]([CH3:24])([CH3:23])[CH3:22])[CH2:14][C@H:13]1[C:26](=O)[NH2:27])=[O:10])[C:2]1[CH:7]=[CH:6][CH:5]=[CH:4][CH:3]=1.COC1C=CC(P2(SP(C3C=CC(OC)=CC=3)(=S)S2)=[S:38])=CC=1, predict the reaction product. The product is: [CH2:1]([O:8][C:9]([NH:11][C@H:12]1[CH2:17][CH2:16][C@@H:15]([NH:18][C:19](=[O:25])[O:20][C:21]([CH3:24])([CH3:23])[CH3:22])[CH2:14][C@H:13]1[C:26](=[S:38])[NH2:27])=[O:10])[C:2]1[CH:7]=[CH:6][CH:5]=[CH:4][CH:3]=1. (5) Given the reactants [Cl:1][C:2]1[CH:10]=[C:9]([C:11]([OH:13])=O)[C:8]([CH3:14])=[C:7]2[C:3]=1[C:4]1[CH:18]=[C:17]([CH3:19])[CH:16]=[N:15][C:5]=1[NH:6]2.[CH3:20][N:21]1[CH2:26][CH2:25][CH:24]([NH2:27])[CH2:23][CH2:22]1, predict the reaction product. The product is: [Cl:1][C:2]1[CH:10]=[C:9]([C:11]([NH:27][CH:24]2[CH2:25][CH2:26][N:21]([CH3:20])[CH2:22][CH2:23]2)=[O:13])[C:8]([CH3:14])=[C:7]2[C:3]=1[C:4]1[CH:18]=[C:17]([CH3:19])[CH:16]=[N:15][C:5]=1[NH:6]2. (6) Given the reactants [Br:1][C:2]1[CH:8]=[C:7]([CH3:9])[C:5]([NH2:6])=[C:4]([CH3:10])[CH:3]=1.[F:11][B-:12]([F:15])([F:14])[F:13].[H+].[N:17]([O-])=O.[Na+], predict the reaction product. The product is: [F:11][B-:12]([F:15])([F:14])[F:13].[Br:1][C:2]1[CH:8]=[C:7]([CH3:9])[C:5]([N+:6]#[N:17])=[C:4]([CH3:10])[CH:3]=1. (7) Given the reactants Cl[C:2]1[C:7]2[CH2:8][N:9]([CH:12]([C:14]3[CH:19]=[CH:18][C:17]([O:20][CH2:21][C:22]([F:25])([F:24])[F:23])=[C:16]([Cl:26])[CH:15]=3)[CH3:13])[C:10](=[O:11])[C:6]=2[CH:5]=[CH:4][N:3]=1.[CH:27]([O:29][C:30]1[CH:35]=[CH:34][CH:33]=[CH:32][CH:31]=1)=[O:28], predict the reaction product. The product is: [Cl:26][C:16]1[CH:15]=[C:14]([CH:12]([N:9]2[C:10](=[O:11])[C:6]3[CH:5]=[CH:4][N:3]=[C:2]([C:27]([O:29][C:30]4[CH:35]=[CH:34][CH:33]=[CH:32][CH:31]=4)=[O:28])[C:7]=3[CH2:8]2)[CH3:13])[CH:19]=[CH:18][C:17]=1[O:20][CH2:21][C:22]([F:25])([F:24])[F:23]. (8) Given the reactants [C:1]([O:5][C:6](=[O:37])[C@@H:7]([NH:24][C:25](=[O:36])[C:26]1[CH:31]=[CH:30][C:29]([C:32]([CH3:35])([CH3:34])[CH3:33])=[CH:28][CH:27]=1)[CH2:8][C:9]1[CH:14]=[CH:13][C:12]([C:15]2[N:20]=[CH:19][C:18]([C:21]([OH:23])=O)=[CH:17][N:16]=2)=[CH:11][CH:10]=1)([CH3:4])([CH3:3])[CH3:2].C(Cl)CCl.[C:42]([NH:50][NH2:51])(=[O:49])[CH2:43][CH2:44][CH2:45][CH2:46][CH2:47][CH3:48], predict the reaction product. The product is: [C:32]([C:29]1[CH:28]=[CH:27][C:26]([C:25]([NH:24][C@@H:7]([CH2:8][C:9]2[CH:14]=[CH:13][C:12]([C:15]3[N:20]=[CH:19][C:18]([C:21]([NH:51][NH:50][C:42](=[O:49])[CH2:43][CH2:44][CH2:45][CH2:46][CH2:47][CH3:48])=[O:23])=[CH:17][N:16]=3)=[CH:11][CH:10]=2)[C:6]([O:5][C:1]([CH3:2])([CH3:3])[CH3:4])=[O:37])=[O:36])=[CH:31][CH:30]=1)([CH3:34])([CH3:33])[CH3:35]. (9) Given the reactants [CH3:1][C:2]1[CH:7]=[C:6]([CH3:8])[N:5]=[C:4]([C:9]2[C:10]([C:16]#N)=[N:11][C:12]([CH3:15])=[CH:13][CH:14]=2)[N:3]=1.[OH-:18].[Na+].C1C(=NNC2C=CC(/C=C/C3C=CC(NN=C4C=CC(=O)C=C4)=CC=3S([O-])(=O)=O)=C(S([O-])(=O)=O)C=2)C=CC(=[O:23])C=1.[Na+].[Na+], predict the reaction product. The product is: [CH3:1][C:2]1[CH:7]=[C:6]([CH3:8])[N:5]=[C:4]([C:9]2[C:10]([C:16]([OH:23])=[O:18])=[N:11][C:12]([CH3:15])=[CH:13][CH:14]=2)[N:3]=1.